From a dataset of Full USPTO retrosynthesis dataset with 1.9M reactions from patents (1976-2016). Predict the reactants needed to synthesize the given product. (1) Given the product [CH3:24][O:26][CH2:5][CH2:1][O:6][C:7]1[C:8]([NH2:20])=[N:9][CH:10]=[C:11]([O:13][C:14]2[CH:15]=[CH:16][CH:17]=[CH:18][CH:19]=2)[CH:12]=1, predict the reactants needed to synthesize it. The reactants are: [CH:1]1([O:6][C:7]2[C:8]([N+:20]([O-])=O)=[N:9][CH:10]=[C:11]([O:13][C:14]3[CH:19]=[CH:18][CH:17]=[CH:16][CH:15]=3)[CH:12]=2)[CH2:5]CCC1.O.[C:24](O)(=[O:26])C. (2) The reactants are: [N+:1]([C:4]1[CH:5]=[C:6]([CH:22]=[CH:23][C:24]=1[N+:25]([O-])=O)[NH:7][C:8](=[O:21])[C:9]1[CH:14]=[CH:13][C:12]([N:15]2[CH2:20][CH2:19][O:18][CH2:17][CH2:16]2)=[CH:11][CH:10]=1)([O-])=O.[N:28]1([C:34]2[CH:41]=[CH:40][C:37]([CH:38]=O)=[CH:36][CH:35]=2)[CH2:33][CH2:32][O:31][CH2:30][CH2:29]1. Given the product [O:18]1[CH2:19][CH2:20][N:15]([C:12]2[CH:13]=[CH:14][C:9]([C:8]([NH:7][C:6]3[CH:22]=[CH:23][C:24]4[NH:25][C:38]([C:37]5[CH:36]=[CH:35][C:34]([N:28]6[CH2:33][CH2:32][O:31][CH2:30][CH2:29]6)=[CH:41][CH:40]=5)=[N:1][C:4]=4[CH:5]=3)=[O:21])=[CH:10][CH:11]=2)[CH2:16][CH2:17]1, predict the reactants needed to synthesize it. (3) Given the product [F:1][C:2]1[CH:7]=[CH:6][CH:5]=[C:4](/[CH:8]=[CH:9]/[N+:10]([O-:12])=[O:11])[CH:3]=1, predict the reactants needed to synthesize it. The reactants are: [F:1][C:2]1[CH:3]=[C:4]([CH:8](O)[CH2:9][N+:10]([O-:12])=[O:11])[CH:5]=[CH:6][CH:7]=1.C(OC(=O)C)(=O)C. (4) Given the product [C:25]1([CH:18]([C:19]2[CH:24]=[CH:23][CH:22]=[CH:21][CH:20]=2)[CH2:17][NH:16][C:12]2[N:11]=[C:10]([N:31]3[CH2:35][CH2:34][C@@H:33]([NH:36][C:37]([NH:39][C:40]4[CH:41]=[N:42][CH:43]=[CH:44][CH:45]=4)=[O:38])[CH2:32]3)[N:9]=[C:8]3[C:13]=2[N:14]=[CH:15][N:7]3[C@@H:5]2[CH2:6][C@H:2]([NH:1][C:53](=[O:54])[C@@H:52]([OH:51])[CH3:56])[C@@H:3]([OH:47])[C@H:4]2[OH:46])[CH:26]=[CH:27][CH:28]=[CH:29][CH:30]=1, predict the reactants needed to synthesize it. The reactants are: [NH2:1][C@H:2]1[CH2:6][C@@H:5]([N:7]2[CH:15]=[N:14][C:13]3[C:8]2=[N:9][C:10]([N:31]2[CH2:35][CH2:34][C@@H:33]([NH:36][C:37]([NH:39][C:40]4[CH:41]=[N:42][CH:43]=[CH:44][CH:45]=4)=[O:38])[CH2:32]2)=[N:11][C:12]=3[NH:16][CH2:17][CH:18]([C:25]2[CH:30]=[CH:29][CH:28]=[CH:27][CH:26]=2)[C:19]2[CH:24]=[CH:23][CH:22]=[CH:21][CH:20]=2)[C@H:4]([OH:46])[C@@H:3]1[OH:47].C([O:51][C@@H:52]([CH3:56])[C:53](Cl)=[O:54])(=O)C.C([O-])([O-])=O.[Na+].[Na+].CO. (5) Given the product [CH3:18][N:8]([C:5]1[CH:6]=[CH:7][C:2]([NH:22][CH2:23][C:24]2[CH:29]=[CH:28][N:27]=[CH:26][CH:25]=2)=[C:3]([N+:19]([O-:21])=[O:20])[CH:4]=1)[S:9]([C:12]1[CH:17]=[CH:16][CH:15]=[CH:14][CH:13]=1)(=[O:11])=[O:10], predict the reactants needed to synthesize it. The reactants are: F[C:2]1[CH:7]=[CH:6][C:5]([N:8]([CH3:18])[S:9]([C:12]2[CH:17]=[CH:16][CH:15]=[CH:14][CH:13]=2)(=[O:11])=[O:10])=[CH:4][C:3]=1[N+:19]([O-:21])=[O:20].[NH2:22][CH2:23][C:24]1[CH:29]=[CH:28][N:27]=[CH:26][CH:25]=1.